Dataset: Forward reaction prediction with 1.9M reactions from USPTO patents (1976-2016). Task: Predict the product of the given reaction. (1) Given the reactants [CH3:1][O:2][C:3]1[CH:22]=[CH:21][C:6]([CH2:7][C@@H:8]2[C:12]3=[N:13][C:14]4[CH:19]=[CH:18][CH:17]=[CH:16][C:15]=4[N:11]3[C:10](=[O:20])[NH:9]2)=[CH:5][CH:4]=1.[Br:23][C:24]1[CH:29]=[CH:28][C:27]([C@H:30]([NH2:32])[CH3:31])=[CH:26][CH:25]=1.C(O)(C(F)(F)F)=O, predict the reaction product. The product is: [NH:11]1[C:15]2[CH:16]=[CH:17][CH:18]=[CH:19][C:14]=2[N:13]=[C:12]1[C@H:8]([NH:9][C:10]([NH:32][C@@H:30]([C:27]1[CH:28]=[CH:29][C:24]([Br:23])=[CH:25][CH:26]=1)[CH3:31])=[O:20])[CH2:7][C:6]1[CH:21]=[CH:22][C:3]([O:2][CH3:1])=[CH:4][CH:5]=1. (2) Given the reactants [F:1][C:2]([F:21])([F:20])[C:3]1[NH:8][C:7](=O)[CH:6]=[C:5]([C:10]2[CH:15]=[CH:14][C:13]([C:16]([F:19])([F:18])[F:17])=[CH:12][CH:11]=2)[CH:4]=1.P(Cl)(Cl)([Cl:24])=O, predict the reaction product. The product is: [Cl:24][C:7]1[CH:6]=[C:5]([C:10]2[CH:15]=[CH:14][C:13]([C:16]([F:19])([F:18])[F:17])=[CH:12][CH:11]=2)[CH:4]=[C:3]([C:2]([F:21])([F:20])[F:1])[N:8]=1. (3) Given the reactants [OH:1][CH:2]1[CH2:5][C:4]([C:11]([O:13][CH2:14][CH3:15])=[O:12])([C:6]([O:8][CH2:9][CH3:10])=[O:7])[CH2:3]1.C1C=C[NH+]=CC=1.[O-][Cr](Cl)(=O)=O, predict the reaction product. The product is: [O:1]=[C:2]1[CH2:5][C:4]([C:6]([O:8][CH2:9][CH3:10])=[O:7])([C:11]([O:13][CH2:14][CH3:15])=[O:12])[CH2:3]1. (4) Given the reactants [Br:1][C:2]1[CH:3]=[C:4]([CH:41]=[C:42]([Br:45])[C:43]=1[OH:44])[CH2:5][C@H:6]([C:8]([NH:10][C@H:11]([C:27]([N:29]1[CH2:34][CH2:33][N:32]([C:35]2[CH:40]=[CH:39][N:38]=[CH:37][CH:36]=2)[CH2:31][CH2:30]1)=[O:28])[CH2:12][CH2:13][CH2:14][CH2:15][NH:16][C:17]([O:19][CH2:20][C:21]1[CH:26]=[CH:25][CH:24]=[CH:23][CH:22]=1)=[O:18])=[O:9])[NH2:7].[CH3:46][O:47][C:48]1[CH:58]=[CH:57][CH:56]=[CH:55][C:49]=1[CH2:50][CH2:51][N:52]=[C:53]=[O:54].[K+].[Br-].BrBr, predict the reaction product. The product is: [CH3:46][O:47][C:48]1[CH:58]=[CH:57][CH:56]=[CH:55][C:49]=1[CH2:50][CH2:51][NH:52][C:53]([NH:7][C@@H:6]([C:8]([NH:10][C@H:11]([C:27]([N:29]1[CH2:34][CH2:33][N:32]([C:35]2[CH:40]=[CH:39][N:38]=[CH:37][CH:36]=2)[CH2:31][CH2:30]1)=[O:28])[CH2:12][CH2:13][CH2:14][CH2:15][NH:16][C:17]([O:19][CH2:20][C:21]1[CH:26]=[CH:25][CH:24]=[CH:23][CH:22]=1)=[O:18])=[O:9])[CH2:5][C:4]1[CH:3]=[C:2]([Br:1])[C:43]([OH:44])=[C:42]([Br:45])[CH:41]=1)=[O:54]. (5) Given the reactants [C:1]([O:5][C:6](=[O:16])[N:7]([CH2:12][CH2:13][CH2:14][OH:15])[CH2:8][CH:9]([CH3:11])[CH3:10])([CH3:4])([CH3:3])[CH3:2].C(N(CC)CC)C.[CH3:24][S:25](Cl)(=[O:27])=[O:26], predict the reaction product. The product is: [CH3:24][S:25]([O:15][CH2:14][CH2:13][CH2:12][N:7]([C:6]([O:5][C:1]([CH3:3])([CH3:2])[CH3:4])=[O:16])[CH2:8][CH:9]([CH3:11])[CH3:10])(=[O:27])=[O:26]. (6) Given the reactants [N+:1]([C:4]1[CH:9]=[CH:8][C:7](B(O)O)=[CH:6][CH:5]=1)([O-:3])=[O:2].C(=O)([O-])[O-].[Na+].[Na+].[NH2:19][C:20]1[C:29](Br)=[N:28][C:27]([Br:31])=[CH:26][C:21]=1[C:22]([O:24][CH3:25])=[O:23], predict the reaction product. The product is: [NH2:19][C:20]1[C:29]([C:7]2[CH:8]=[CH:9][C:4]([N+:1]([O-:3])=[O:2])=[CH:5][CH:6]=2)=[N:28][C:27]([Br:31])=[CH:26][C:21]=1[C:22]([O:24][CH3:25])=[O:23]. (7) Given the reactants C(OC=C)(=O)C.[CH3:7][CH:8]([CH2:11][OH:12])[CH2:9][OH:10].C(OC[C@@H](C)CO)(=O)C.C(OCC(C)COC(=O)C)(=O)C.[Si:34](Cl)([C:47]([CH3:50])([CH3:49])[CH3:48])([C:41]1[CH:46]=[CH:45][CH:44]=[CH:43][CH:42]=1)[C:35]1[CH:40]=[CH:39][CH:38]=[CH:37][CH:36]=1.N1C=CN=C1, predict the reaction product. The product is: [O:10]([CH2:9][C@H:8]([CH3:7])[CH2:11][OH:12])[Si:34]([C:47]([CH3:50])([CH3:49])[CH3:48])([C:41]1[CH:42]=[CH:43][CH:44]=[CH:45][CH:46]=1)[C:35]1[CH:40]=[CH:39][CH:38]=[CH:37][CH:36]=1.